Dataset: Forward reaction prediction with 1.9M reactions from USPTO patents (1976-2016). Task: Predict the product of the given reaction. Given the reactants [F:1][C:2]1[CH:26]=[N:25][C:5]2[NH:6][C:7](=[O:24])[N:8]([CH2:10][CH:11]3[CH2:16][CH2:15][N:14]([C:17]([O:19][C:20]([CH3:23])([CH3:22])[CH3:21])=[O:18])[CH2:13][CH2:12]3)[CH2:9][C:4]=2[CH:3]=1.I[C:28]1[CH:33]=[CH:32][N:31]=[C:30]([C:34]#[N:35])[CH:29]=1, predict the reaction product. The product is: [C:34]([C:30]1[CH:29]=[C:28]([N:6]2[C:5]3[N:25]=[CH:26][C:2]([F:1])=[CH:3][C:4]=3[CH2:9][N:8]([CH2:10][CH:11]3[CH2:16][CH2:15][N:14]([C:17]([O:19][C:20]([CH3:22])([CH3:23])[CH3:21])=[O:18])[CH2:13][CH2:12]3)[C:7]2=[O:24])[CH:33]=[CH:32][N:31]=1)#[N:35].